Predict the reactants needed to synthesize the given product. From a dataset of Full USPTO retrosynthesis dataset with 1.9M reactions from patents (1976-2016). (1) The reactants are: C([O:3][C:4](=[O:34])[CH2:5][CH2:6][NH:7][S:8]([C:11]1[S:15][C:14]([NH:16][C:17]([N:19]([CH2:28][CH:29]2[CH2:33][CH2:32][CH2:31][CH2:30]2)[C:20]2[CH:25]=[CH:24][C:23]([F:26])=[C:22]([F:27])[CH:21]=2)=[O:18])=[N:13][CH:12]=1)(=[O:10])=[O:9])C.C1(CN(C2C=CC(F)=C(F)C=2)C(=O)NC2SC=C(CC(O)=O)N=2)CCCC1.FC1C=C(C=CC=1F)N.C1(C=O)CCCC1.C(OC(=O)CCNS(C1SC(N)=NC=1)(=O)=O)C.COC([C@@H]1CCCN1S(C1SC(N)=NC=1)(=O)=O)=O. Given the product [CH:29]1([CH2:28][N:19]([C:20]2[CH:25]=[CH:24][C:23]([F:26])=[C:22]([F:27])[CH:21]=2)[C:17](=[O:18])[NH:16][C:14]2[S:15][C:11]([S:8]([NH:7][CH2:6][CH2:5][C:4]([OH:34])=[O:3])(=[O:10])=[O:9])=[CH:12][N:13]=2)[CH2:33][CH2:32][CH2:31][CH2:30]1, predict the reactants needed to synthesize it. (2) The reactants are: [CH:1]([C:3]1[CH:4]=[CH:5][C:6]([NH:9][C:10](=[O:15])[C:11]([CH3:14])([CH3:13])[CH3:12])=[N:7][CH:8]=1)=[O:2].[BH4-].[Na+]. Given the product [OH:2][CH2:1][C:3]1[CH:4]=[CH:5][C:6]([NH:9][C:10](=[O:15])[C:11]([CH3:13])([CH3:12])[CH3:14])=[N:7][CH:8]=1, predict the reactants needed to synthesize it. (3) Given the product [F:21][C:9]1[C:10]([C:12]2[CH:17]=[C:16]([F:18])[CH:15]=[CH:14][C:13]=2[O:19][CH3:20])=[C:11]2[C:3]([C:1]#[N:2])=[C:4]([C:30]3[CH2:35][CH2:34][NH:33][CH2:32][CH:31]=3)[NH:5][C:6]2=[N:7][CH:8]=1, predict the reactants needed to synthesize it. The reactants are: [C:1]([C:3]1[C:11]2[C:6](=[N:7][CH:8]=[C:9]([F:21])[C:10]=2[C:12]2[CH:17]=[C:16]([F:18])[CH:15]=[CH:14][C:13]=2[O:19][CH3:20])[N:5](COCC[Si](C)(C)C)[C:4]=1[C:30]1[CH2:35][CH2:34][N:33](C(OC(C)(C)C)=O)[CH2:32][CH:31]=1)#[N:2].Cl. (4) Given the product [Cl:1][C:2]1[CH:7]=[CH:6][CH:5]=[CH:4][C:3]=1[C:8]1[NH:13][C:12](=[O:14])[C:11]([C:15]([O:17][CH3:30])=[O:16])=[CH:10][C:9]=1[C:18]1[CH:23]=[CH:22][C:21]([Cl:24])=[CH:20][CH:19]=1, predict the reactants needed to synthesize it. The reactants are: [Cl:1][C:2]1[CH:7]=[CH:6][CH:5]=[CH:4][C:3]=1[C:8]1[NH:13][C:12](=[O:14])[C:11]([C:15]([OH:17])=[O:16])=[CH:10][C:9]=1[C:18]1[CH:23]=[CH:22][C:21]([Cl:24])=[CH:20][CH:19]=1.S(=O)(=O)(O)O.[CH3:30]O. (5) The reactants are: [CH2:1]([C:3]1[S:7][C:6]2=[N:8][C:9]([C:11]([O:13]CC)=[O:12])=[CH:10][N:5]2[N:4]=1)[CH3:2].CO.[Li+].[OH-].Cl. Given the product [CH2:1]([C:3]1[S:7][C:6]2=[N:8][C:9]([C:11]([OH:13])=[O:12])=[CH:10][N:5]2[N:4]=1)[CH3:2], predict the reactants needed to synthesize it. (6) Given the product [CH2:13]([C:17]1[N:18]=[C:19]([CH3:47])[N:20]([C:41]2[CH:46]=[CH:45][CH:44]=[CH:43][CH:42]=2)[C:21](=[O:40])[C:22]=1[CH2:23][C:24]1[C:25]([F:39])=[CH:26][C:27]([C:31]2[CH:36]=[CH:35][CH:34]=[CH:33][C:32]=2[C:37]2[NH:3][C:4](=[O:7])[O:5][N:38]=2)=[CH:28][C:29]=1[F:30])[CH2:14][CH2:15][CH3:16], predict the reactants needed to synthesize it. The reactants are: [Cl-].O[NH3+:3].[C:4](=[O:7])([O-])[OH:5].[Na+].CS(C)=O.[CH2:13]([C:17]1[N:18]=[C:19]([CH3:47])[N:20]([C:41]2[CH:46]=[CH:45][CH:44]=[CH:43][CH:42]=2)[C:21](=[O:40])[C:22]=1[CH2:23][C:24]1[C:29]([F:30])=[CH:28][C:27]([C:31]2[C:32]([C:37]#[N:38])=[CH:33][CH:34]=[CH:35][CH:36]=2)=[CH:26][C:25]=1[F:39])[CH2:14][CH2:15][CH3:16]. (7) Given the product [CH3:38][O:39][C:2]1[N:3]=[C:4]2[C:10]3[CH:11]=[CH:12][CH:13]=[CH:14][C:9]=3[NH:8][C:7]3[N:15]=[CH:16][CH:17]=[CH:18][C:6]=3[N:5]2[C:19]=1[C:20]1[CH:25]=[CH:24][C:23]([C:26]2([NH2:30])[CH2:27][CH2:28][CH2:29]2)=[CH:22][CH:21]=1, predict the reactants needed to synthesize it. The reactants are: Br[C:2]1[N:3]=[C:4]2[C:10]3[CH:11]=[CH:12][CH:13]=[CH:14][C:9]=3[NH:8][C:7]3[N:15]=[CH:16][CH:17]=[CH:18][C:6]=3[N:5]2[C:19]=1[C:20]1[CH:25]=[CH:24][C:23]([C:26]2([NH:30]C(=O)OC(C)(C)C)[CH2:29][CH2:28][CH2:27]2)=[CH:22][CH:21]=1.[CH3:38][O-:39].[Na+].